Dataset: Reaction yield outcomes from USPTO patents with 853,638 reactions. Task: Predict the reaction yield, written as a fraction of the theoretical maximum amount of product (1.0 means a 100% yield; for example, 0.34 means a 34% yield). (1) The reactants are [CH3:1][O:2][C:3]1[CH:4]=[C:5]2[C:10](=[CH:11][CH:12]=1)[N:9]=[C:8](O)[N:7]=[CH:6]2.P(Cl)(Cl)([Cl:16])=O. No catalyst specified. The product is [Cl:16][C:8]1[N:7]=[CH:6][C:5]2[C:10](=[CH:11][CH:12]=[C:3]([O:2][CH3:1])[CH:4]=2)[N:9]=1. The yield is 0.900. (2) The reactants are Br[C:2]1[CH:3]=[CH:4][C:5]2[N:9]=[C:8]([C@@H:10]3[CH2:14][CH2:13][CH2:12][N:11]3[C:15]([O:17][C:18]([CH3:21])([CH3:20])[CH3:19])=[O:16])[N:7]([CH2:22][O:23][CH2:24][CH2:25][Si:26]([CH3:29])([CH3:28])[CH3:27])[C:6]=2[CH:30]=1.[B:31]1([B:31]2[O:35][C:34]([CH3:37])([CH3:36])[C:33]([CH3:39])([CH3:38])[O:32]2)[O:35][C:34]([CH3:37])([CH3:36])[C:33]([CH3:39])([CH3:38])[O:32]1.C([O-])(=O)C.[K+]. The catalyst is O1CCOCC1. The product is [CH3:38][C:33]1([CH3:39])[C:34]([CH3:37])([CH3:36])[O:35][B:31]([C:2]2[CH:3]=[CH:4][C:5]3[N:9]=[C:8]([C@@H:10]4[CH2:14][CH2:13][CH2:12][N:11]4[C:15]([O:17][C:18]([CH3:21])([CH3:20])[CH3:19])=[O:16])[N:7]([CH2:22][O:23][CH2:24][CH2:25][Si:26]([CH3:29])([CH3:28])[CH3:27])[C:6]=3[CH:30]=2)[O:32]1. The yield is 0.810. (3) The reactants are [Br:1][C:2]1[CH:7]=[CH:6][C:5]([N:8]2[C:13]3[N:14]([CH3:27])[C:15](=[O:26])[C:16]([CH3:25])=[C:17]([NH:18]C4C=CC=CC=4)[C:12]=3[C:11](=[O:28])[N:10]([CH:29]3[CH2:31][CH2:30]3)[C:9]2=[O:32])=[CH:4][CH:3]=1.C(=O)([O-])[O-].[K+].[K+]. The catalyst is C(Cl)(Cl)Cl.CO. The product is [Br:1][C:2]1[CH:3]=[CH:4][C:5]([NH:8][C:13]2[N:14]([CH3:27])[C:15](=[O:26])[C:16]([CH3:25])=[C:17]3[C:12]=2[C:11](=[O:28])[N:10]([CH:29]2[CH2:31][CH2:30]2)[C:9](=[O:32])[N:18]3[NH:8][C:5]2[CH:6]=[CH:7][CH:2]=[CH:3][CH:4]=2)=[CH:6][CH:7]=1. The yield is 0.260. (4) The reactants are [CH2:1]([C:3]1[N:4]([CH2:34][C:35]2[CH:40]=[CH:39][CH:38]=[CH:37][N:36]=2)[N:5]=[C:6]2[C:11](=[O:12])[NH:10][C:9]([C:13]3[CH:18]=[C:17]([S:19]([N:22]4[CH2:27][CH2:26][N:25]([CH2:28][CH3:29])[CH2:24][CH2:23]4)(=[O:21])=[O:20])[CH:16]=[CH:15][C:14]=3[O:30][CH2:31][CH2:32][CH3:33])=[N:8][C:7]=12)[CH3:2].[C:41]([OH:53])(=[O:52])[CH2:42][C:43]([CH2:48][C:49]([OH:51])=[O:50])([C:45]([OH:47])=[O:46])[OH:44]. The catalyst is CC(C)=O.O. The product is [C:41]([OH:53])(=[O:52])[CH2:42][C:43]([CH2:48][C:49]([OH:51])=[O:50])([C:45]([OH:47])=[O:46])[OH:44].[CH2:1]([C:3]1[N:4]([CH2:34][C:35]2[CH:40]=[CH:39][CH:38]=[CH:37][N:36]=2)[N:5]=[C:6]2[C:11](=[O:12])[NH:10][C:9]([C:13]3[CH:18]=[C:17]([S:19]([N:22]4[CH2:27][CH2:26][N:25]([CH2:28][CH3:29])[CH2:24][CH2:23]4)(=[O:21])=[O:20])[CH:16]=[CH:15][C:14]=3[O:30][CH2:31][CH2:32][CH3:33])=[N:8][C:7]=12)[CH3:2]. The yield is 0.910.